From a dataset of Reaction yield outcomes from USPTO patents with 853,638 reactions. Predict the reaction yield, written as a fraction of the theoretical maximum amount of product (1.0 means a 100% yield; for example, 0.34 means a 34% yield). (1) The reactants are Br[CH2:2][CH2:3][C:4]1[CH:19]=[CH:18][C:7]([O:8][C:9]2[S:10][C:11]3[CH:17]=[CH:16][CH:15]=[CH:14][C:12]=3[N:13]=2)=[CH:6][CH:5]=1.[NH:20]1[CH2:28][CH2:27][CH2:26][CH:22]([C:23]([NH2:25])=[O:24])[CH2:21]1.CNC. The catalyst is CC#N. The product is [S:10]1[C:11]2[CH:17]=[CH:16][CH:15]=[CH:14][C:12]=2[N:13]=[C:9]1[O:8][C:7]1[CH:18]=[CH:19][C:4]([CH2:3][CH2:2][N:20]2[CH2:28][CH2:27][CH2:26][CH:22]([C:23]([NH2:25])=[O:24])[CH2:21]2)=[CH:5][CH:6]=1. The yield is 0.470. (2) The reactants are [Br:1][C:2]1[CH:3]=[C:4]([OH:12])[C:5]2[C:9]([CH:10]=1)=[N:8][N:7]([CH3:11])[CH:6]=2.O[C@H:14]([C@H:16]1[CH2:20][N:19]([C@H:21]([C:23]2[CH:28]=[CH:27][C:26]([O:29][CH3:30])=[CH:25][CH:24]=2)[CH3:22])[C:18](=[O:31])[CH2:17]1)[CH3:15].C1(P(C2C=CC=CC=2)C2C=CC=CC=2)C=CC=CC=1.N(C(OC(C)(C)C)=O)=NC(OC(C)(C)C)=O. The catalyst is C1COCC1. The product is [Br:1][C:2]1[CH:3]=[C:4]([O:12][C@@H:14]([C@H:16]2[CH2:20][N:19]([C@H:21]([C:23]3[CH:24]=[CH:25][C:26]([O:29][CH3:30])=[CH:27][CH:28]=3)[CH3:22])[C:18](=[O:31])[CH2:17]2)[CH3:15])[C:5]2[C:9]([CH:10]=1)=[N:8][N:7]([CH3:11])[CH:6]=2. The yield is 0.540. (3) The reactants are [NH2:1][C:2]1[CH:7]=[CH:6][C:5]([OH:8])=[C:4]([Cl:9])[CH:3]=1.C(=O)([O-])[O-].[K+].[K+].[CH2:16](Cl)[C:17]1[CH:22]=[CH:21][CH:20]=[CH:19][CH:18]=1.[OH-].[K+]. The catalyst is CC(C)=O.[Br-].C([N+](CCCC)(CCCC)CCCC)CCC. The product is [CH2:16]([O:8][C:5]1[CH:6]=[CH:7][C:2]([NH2:1])=[CH:3][C:4]=1[Cl:9])[C:17]1[CH:22]=[CH:21][CH:20]=[CH:19][CH:18]=1. The yield is 0.800. (4) The reactants are C([O:3][C:4]([C:6]1[CH:7]=[N:8][C:9]2[C:14]([C:15]=1[OH:16])=[CH:13][CH:12]=[CH:11][CH:10]=2)=[O:5])C. The catalyst is [OH-].[Na+]. The product is [O:16]=[C:15]1[C:14]2[C:9](=[CH:10][CH:11]=[CH:12][CH:13]=2)[NH:8][CH:7]=[C:6]1[C:4]([OH:5])=[O:3]. The yield is 0.920. (5) The reactants are [F:1][C:2]([F:11])([F:10])[O:3][C:4]1[CH:9]=[CH:8][CH:7]=[CH:6][CH:5]=1.[OH:12][S:13](O)(=[O:15])=[O:14].O=S(=O)=O.[OH-].[Na+:22]. No catalyst specified. The product is [F:1][C:2]([F:10])([F:11])[O:3][C:4]1[CH:9]=[CH:8][C:7]([S:13]([O-:15])(=[O:14])=[O:12])=[CH:6][CH:5]=1.[Na+:22]. The yield is 0.240. (6) The reactants are [OH:1][C:2]1[CH:3]=[C:4]([CH2:8][CH2:9][CH2:10][NH:11][C:12]2[N:17]=[C:16]([CH3:18])[C:15]([C:19]([NH:21][C@@H:22]([CH2:26][NH:27][C:28]([C:30]3[S:31][CH:32]=[CH:33][CH:34]=3)=[O:29])[C:23]([OH:25])=[O:24])=[O:20])=[C:14]([CH3:35])[N:13]=2)[CH:5]=[CH:6][CH:7]=1.S(Cl)(Cl)=O.O[CH2:41][CH2:42][N:43]1[CH2:48][CH2:47][O:46][CH2:45][CH2:44]1.C(N(CC)CC)C. The catalyst is O1CCOCC1. The product is [N:43]1([CH2:42][CH2:41][O:24][C:23](=[O:25])[C@@H:22]([NH:21][C:19]([C:15]2[C:16]([CH3:18])=[N:17][C:12]([NH:11][CH2:10][CH2:9][CH2:8][C:4]3[CH:5]=[CH:6][CH:7]=[C:2]([OH:1])[CH:3]=3)=[N:13][C:14]=2[CH3:35])=[O:20])[CH2:26][NH:27][C:28]([C:30]2[S:31][CH:32]=[CH:33][CH:34]=2)=[O:29])[CH2:48][CH2:47][O:46][CH2:45][CH2:44]1. The yield is 0.180. (7) The reactants are Br[C:2]1[CH:3]=[CH:4][C:5]([C:8]([NH:10][S:11]([C:14]2[CH:19]=[CH:18][CH:17]=[CH:16][C:15]=2[S:20](=[O:23])(=[O:22])[NH2:21])(=[O:13])=[O:12])=[O:9])=[N:6][CH:7]=1.[CH3:24][C:25]([CH3:29])([CH3:28])[C:26]#[CH:27]. No catalyst specified. The product is [CH3:24][C:25]([CH3:29])([CH3:28])[C:26]#[C:27][C:2]1[CH:3]=[CH:4][C:5]([C:8]([NH:10][S:11]([C:14]2[CH:19]=[CH:18][CH:17]=[CH:16][C:15]=2[S:20](=[O:23])(=[O:22])[NH2:21])(=[O:13])=[O:12])=[O:9])=[N:6][CH:7]=1. The yield is 0.0400. (8) The reactants are [N+:1]([C:4]1[C:13]2[C:8](=[CH:9][CH:10]=[CH:11][CH:12]=2)[C:7]([O:14][C:15]2[N:20]=[CH:19][N:18]=[C:17]([NH2:21])[CH:16]=2)=[CH:6][CH:5]=1)([O-:3])=[O:2].CCN(C(C)C)C(C)C.[CH3:31][O:32][CH2:33][C:34](Cl)=[O:35]. The catalyst is C(Cl)Cl. The product is [CH3:31][O:32][CH2:33][C:34]([NH:21][C:17]1[CH:16]=[C:15]([O:14][C:7]2[C:8]3[C:13](=[CH:12][CH:11]=[CH:10][CH:9]=3)[C:4]([N+:1]([O-:3])=[O:2])=[CH:5][CH:6]=2)[N:20]=[CH:19][N:18]=1)=[O:35]. The yield is 0.860.